From a dataset of Catalyst prediction with 721,799 reactions and 888 catalyst types from USPTO. Predict which catalyst facilitates the given reaction. Reactant: [CH3:1][O:2][C:3]1[CH:4]=[C:5]([C:11]([C:13]2[CH:18]=[C:17]([O:19][CH3:20])[C:16]([O:21][CH3:22])=[C:15]([O:23][CH3:24])[CH:14]=2)=O)[CH:6]=[CH:7][C:8]=1[O:9][CH3:10].C(OP([CH2:33][C:34]#[N:35])(=O)OCC)C.C[Si]([N-][Si](C)(C)C)(C)C.[K+].COC1C=C(C(C2C=CC=C(OC)C=2)=CC#N)C=C(OC)C=1. Product: [CH3:1][O:2][C:3]1[CH:4]=[C:5]([C:11]([C:13]2[CH:18]=[C:17]([O:19][CH3:20])[C:16]([O:21][CH3:22])=[C:15]([O:23][CH3:24])[CH:14]=2)=[CH:33][C:34]#[N:35])[CH:6]=[CH:7][C:8]=1[O:9][CH3:10]. The catalyst class is: 1.